From a dataset of NCI-60 drug combinations with 297,098 pairs across 59 cell lines. Regression. Given two drug SMILES strings and cell line genomic features, predict the synergy score measuring deviation from expected non-interaction effect. (1) Drug 1: CNC(=O)C1=CC=CC=C1SC2=CC3=C(C=C2)C(=NN3)C=CC4=CC=CC=N4. Drug 2: C(=O)(N)NO. Cell line: HT29. Synergy scores: CSS=10.1, Synergy_ZIP=-0.986, Synergy_Bliss=6.26, Synergy_Loewe=3.04, Synergy_HSA=4.31. (2) Drug 1: C1=C(C(=O)NC(=O)N1)N(CCCl)CCCl. Drug 2: CC(C)NC(=O)C1=CC=C(C=C1)CNNC.Cl. Cell line: HT29. Synergy scores: CSS=18.4, Synergy_ZIP=-7.23, Synergy_Bliss=2.57, Synergy_Loewe=-6.70, Synergy_HSA=-0.420. (3) Drug 1: CN1CCC(CC1)COC2=C(C=C3C(=C2)N=CN=C3NC4=C(C=C(C=C4)Br)F)OC. Drug 2: CCCCCOC(=O)NC1=NC(=O)N(C=C1F)C2C(C(C(O2)C)O)O. Cell line: HL-60(TB). Synergy scores: CSS=9.33, Synergy_ZIP=16.4, Synergy_Bliss=18.7, Synergy_Loewe=11.4, Synergy_HSA=11.1. (4) Drug 2: CC1C(C(CC(O1)OC2CC(CC3=C2C(=C4C(=C3O)C(=O)C5=CC=CC=C5C4=O)O)(C(=O)C)O)N)O. Synergy scores: CSS=42.0, Synergy_ZIP=1.47, Synergy_Bliss=2.46, Synergy_Loewe=-15.7, Synergy_HSA=3.42. Cell line: 786-0. Drug 1: CN1CCC(CC1)COC2=C(C=C3C(=C2)N=CN=C3NC4=C(C=C(C=C4)Br)F)OC. (5) Drug 1: CC(CN1CC(=O)NC(=O)C1)N2CC(=O)NC(=O)C2. Drug 2: CC12CCC3C(C1CCC2O)C(CC4=C3C=CC(=C4)O)CCCCCCCCCS(=O)CCCC(C(F)(F)F)(F)F. Cell line: CAKI-1. Synergy scores: CSS=27.7, Synergy_ZIP=-10.6, Synergy_Bliss=-6.07, Synergy_Loewe=-3.27, Synergy_HSA=-3.23. (6) Drug 1: COC1=C(C=C2C(=C1)N=CN=C2NC3=CC(=C(C=C3)F)Cl)OCCCN4CCOCC4. Drug 2: CC1=C(C=C(C=C1)C(=O)NC2=CC(=CC(=C2)C(F)(F)F)N3C=C(N=C3)C)NC4=NC=CC(=N4)C5=CN=CC=C5. Cell line: SF-295. Synergy scores: CSS=6.58, Synergy_ZIP=-3.21, Synergy_Bliss=-0.624, Synergy_Loewe=1.13, Synergy_HSA=1.19.